Task: Predict the reactants needed to synthesize the given product.. Dataset: Full USPTO retrosynthesis dataset with 1.9M reactions from patents (1976-2016) (1) Given the product [C:1]([C:5]1[N:9]([CH2:10][CH:11]2[CH2:16][CH2:15][O:14][CH2:13][CH2:12]2)[C:8]2[CH:17]=[CH:18][C:19]([S:21]([N:26]3[CH2:29][CH:28]([CH2:30][C:31]([OH:33])=[O:32])[CH2:27]3)(=[O:23])=[O:22])=[CH:20][C:7]=2[N:6]=1)([CH3:4])([CH3:3])[CH3:2], predict the reactants needed to synthesize it. The reactants are: [C:1]([C:5]1[N:9]([CH2:10][CH:11]2[CH2:16][CH2:15][O:14][CH2:13][CH2:12]2)[C:8]2[CH:17]=[CH:18][C:19]([S:21](Cl)(=[O:23])=[O:22])=[CH:20][C:7]=2[N:6]=1)([CH3:4])([CH3:3])[CH3:2].Cl.[NH:26]1[CH2:29][CH:28]([CH2:30][C:31]([OH:33])=[O:32])[CH2:27]1.CCN(C(C)C)C(C)C. (2) The reactants are: [N+:1]([C:4]1[CH:9]=[CH:8][C:7]([S:10](Cl)(=[O:12])=[O:11])=[CH:6][CH:5]=1)([O-:3])=[O:2].[C:14]1([CH:20]([NH:23][C:24]([C:26]2[CH:27]=[C:28]3[C:32](=[CH:33][CH:34]=2)[NH:31][CH:30]=[CH:29]3)=[O:25])[CH2:21][CH3:22])[CH:19]=[CH:18][CH:17]=[CH:16][CH:15]=1. Given the product [N+:1]([C:4]1[CH:9]=[CH:8][C:7]([S:10]([N:31]2[C:32]3[C:28](=[CH:27][C:26]([C:24]([NH:23][CH:20]([C:14]4[CH:15]=[CH:16][CH:17]=[CH:18][CH:19]=4)[CH2:21][CH3:22])=[O:25])=[CH:34][CH:33]=3)[CH:29]=[CH:30]2)(=[O:12])=[O:11])=[CH:6][CH:5]=1)([O-:3])=[O:2], predict the reactants needed to synthesize it. (3) The reactants are: [CH2:1]([O:3][N:4]=[C:5]1[CH2:9][NH:8][CH:7]([C:10]([OH:12])=O)[CH2:6]1)[CH3:2].[C:13]1([CH:19]([C:23]2[CH:28]=[CH:27][CH:26]=[CH:25][CH:24]=2)[C:20](Cl)=[O:21])[CH:18]=[CH:17][CH:16]=[CH:15][CH:14]=1.[CH2:29]([N:31]([CH2:35][CH3:36])[CH2:32][CH2:33][NH2:34])[CH3:30]. Given the product [CH2:29]([N:31]([CH2:35][CH3:36])[CH2:32][CH2:33][NH:34][C:10]([C@@H:7]1[CH2:6][C:5](=[N:4][O:3][CH2:1][CH3:2])[CH2:9][N:8]1[C:20](=[O:21])[CH:19]([C:23]1[CH:28]=[CH:27][CH:26]=[CH:25][CH:24]=1)[C:13]1[CH:18]=[CH:17][CH:16]=[CH:15][CH:14]=1)=[O:12])[CH3:30], predict the reactants needed to synthesize it. (4) Given the product [Cl:9][C:4]1[C:3]2[NH:10][C:11]([CH:13]3[CH2:18][CH2:17][O:16][CH2:15][CH2:14]3)=[N:1][C:2]=2[CH:7]=[C:6]([OH:8])[CH:5]=1, predict the reactants needed to synthesize it. The reactants are: [NH2:1][C:2]1[CH:7]=[C:6]([OH:8])[CH:5]=[C:4]([Cl:9])[C:3]=1[NH:10][C:11]([CH:13]1[CH2:18][CH2:17][O:16][CH2:15][CH2:14]1)=O.O.C1(C)C=CC(S(O)(=O)=O)=CC=1. (5) Given the product [C:1]([O:5][C:6]([N:8]1[CH2:9][CH2:10][CH:11]([CH:14]([C:20](=[O:26])[CH2:21][CH2:22][CH2:23][CH2:24][Cl:25])[C:15]([O:17][CH2:18][CH3:19])=[O:16])[CH2:12][CH2:13]1)=[O:7])([CH3:3])([CH3:2])[CH3:4], predict the reactants needed to synthesize it. The reactants are: [C:1]([O:5][C:6]([N:8]1[CH2:13][CH2:12][CH:11]([CH:14]([CH:20]([OH:26])[CH2:21][CH2:22][CH2:23][CH2:24][Cl:25])[C:15]([O:17][CH2:18][CH3:19])=[O:16])[CH2:10][CH2:9]1)=[O:7])([CH3:4])([CH3:3])[CH3:2].N1CCCCC1.